Dataset: Reaction yield outcomes from USPTO patents with 853,638 reactions. Task: Predict the reaction yield, written as a fraction of the theoretical maximum amount of product (1.0 means a 100% yield; for example, 0.34 means a 34% yield). (1) The reactants are Cl[C:2]1[CH:7]=[C:6]([O:8][CH3:9])[N:5]=[CH:4][C:3]=1[C:10]1[N:11]([CH2:23][CH2:24][OH:25])[CH:12]=[C:13]([C:15]2[N:16]([CH:20]([CH3:22])[CH3:21])[N:17]=[CH:18][N:19]=2)[N:14]=1.[H-].[Na+]. The catalyst is CN(C=O)C. The product is [CH:20]([N:16]1[C:15]([C:13]2[N:14]=[C:10]3[N:11]([CH2:23][CH2:24][O:25][C:2]4[CH:7]=[C:6]([O:8][CH3:9])[N:5]=[CH:4][C:3]=43)[CH:12]=2)=[N:19][CH:18]=[N:17]1)([CH3:22])[CH3:21]. The yield is 0.790. (2) The reactants are [C:1]([C:9]1[CH:14]=[CH:13][C:12](=O)[N:11]2[CH:16]=[CH:17][NH:18][C:10]=12)(=[O:8])[C:2]1[CH:7]=[CH:6][CH:5]=[CH:4][CH:3]=1.P(Cl)(Cl)([Cl:21])=O. The catalyst is C1(C)C=CC=CC=1. The product is [Cl:21][C:12]1[N:11]2[CH:16]=[CH:17][N:18]=[C:10]2[C:9]([C:1]([C:2]2[CH:7]=[CH:6][CH:5]=[CH:4][CH:3]=2)=[O:8])=[CH:14][CH:13]=1. The yield is 0.875. (3) The product is [CH3:1][O:2][C:3]1([C:8]([NH2:13])=[O:10])[CH2:7][CH2:6][CH2:5][CH2:4]1. The catalyst is CCOC(C)=O. The yield is 1.01. The reactants are [CH3:1][O:2][C:3]1([C:8]([OH:10])=O)[CH2:7][CH2:6][CH2:5][CH2:4]1.C1N=C[N:13](C(N2C=NC=C2)=O)C=1.[NH4+].[OH-].O. (4) The reactants are [CH3:1][O:2][C:3]1[CH:8]=[CH:7][C:6]([C:9]2[CH:17]=[CH:16][CH:15]=[C:14]3[C:10]=2[CH2:11][C:12](=[O:18])[NH:13]3)=[CH:5][CH:4]=1.[CH3:19][C:20]1[C:24]([C:25]([N:27]2[CH2:32][CH2:31][N:30]([CH3:33])[CH2:29][CH2:28]2)=[O:26])=[C:23]([CH3:34])[NH:22][C:21]=1[CH:35]=O. The catalyst is C(O)C.N1CCCCC1. The product is [CH3:19][C:20]1[C:24]([C:25]([N:27]2[CH2:28][CH2:29][N:30]([CH3:33])[CH2:31][CH2:32]2)=[O:26])=[C:23]([CH3:34])[NH:22][C:21]=1[CH:35]=[C:11]1[C:10]2[C:14](=[CH:15][CH:16]=[CH:17][C:9]=2[C:6]2[CH:7]=[CH:8][C:3]([O:2][CH3:1])=[CH:4][CH:5]=2)[NH:13][C:12]1=[O:18]. The yield is 0.720. (5) The reactants are [Cl:1][C:2]1[C:3]([O:12][C:13]2[CH:18]=[C:17]([O:19][CH2:20][CH2:21][O:22][CH3:23])[CH:16]=[CH:15][C:14]=2[CH:24]([CH3:29])[CH2:25][C:26]([OH:28])=O)=[N:4][CH:5]=[C:6]([C:8]([F:11])([F:10])[F:9])[CH:7]=1.[CH2:30]([S:35]([NH2:38])(=[O:37])=[O:36])[CH2:31][CH2:32][CH2:33][CH3:34].N12CCCN=C1CCCCC2. The catalyst is O1CCCC1. The product is [Cl:1][C:2]1[C:3]([O:12][C:13]2[CH:18]=[C:17]([O:19][CH2:20][CH2:21][O:22][CH3:23])[CH:16]=[CH:15][C:14]=2[CH:24]([CH3:29])[CH2:25][C:26]([NH:38][S:35]([CH2:30][CH2:31][CH2:32][CH2:33][CH3:34])(=[O:37])=[O:36])=[O:28])=[N:4][CH:5]=[C:6]([C:8]([F:10])([F:11])[F:9])[CH:7]=1. The yield is 0.370. (6) The reactants are C(O)(C(F)(F)F)=O.C(OC([N:15]1[CH2:19][CH2:18][CH2:17][C@H:16]1[C:20]1[N:21](COCC[Si](C)(C)C)[C:22]([C:25]2[CH:26]=[N:27][C:28]([C:31]3[CH:36]=[CH:35][C:34]([C:37]4[NH:38][C:39]([C@@H:42]5[CH2:46][CH2:45][CH2:44][N:43]5C(OC(C)(C)C)=O)=[N:40][CH:41]=4)=[CH:33][CH:32]=3)=[N:29][CH:30]=2)=[CH:23][N:24]=1)=O)(C)(C)C. The catalyst is C(Cl)Cl. The product is [NH:15]1[CH2:19][CH2:18][CH2:17][C@H:16]1[C:20]1[NH:21][C:22]([C:25]2[CH:26]=[N:27][C:28]([C:31]3[CH:36]=[CH:35][C:34]([C:37]4[NH:38][C:39]([C@@H:42]5[CH2:46][CH2:45][CH2:44][NH:43]5)=[N:40][CH:41]=4)=[CH:33][CH:32]=3)=[N:29][CH:30]=2)=[CH:23][N:24]=1. The yield is 0.360. (7) The reactants are [C:1]([O:5][C:6]([C:8]1[CH:9]=[C:10]([C:14]2[C:19]([CH3:20])=[CH:18][CH:17]=[CH:16][N+:15]=2[O-])[CH:11]=[CH:12][CH:13]=1)=[O:7])([CH3:4])([CH3:3])[CH3:2].[N:22]1C=CC=CC=1.CS(OS(C)(=O)=O)(=O)=O.C(CN)O. The catalyst is CC#N.O. The product is [C:1]([O:5][C:6](=[O:7])[C:8]1[CH:13]=[CH:12][CH:11]=[C:10]([C:14]2[C:19]([CH3:20])=[CH:18][CH:17]=[C:16]([NH2:22])[N:15]=2)[CH:9]=1)([CH3:4])([CH3:3])[CH3:2]. The yield is 0.530. (8) The reactants are [H-].[K+].[Cl:3][C:4]1[C:5]([Cl:25])=[CH:6][C:7]2[C:8]3[CH2:17][CH2:16][N:15]([C:18]([O:20][C:21]([CH3:24])([CH3:23])[CH3:22])=[O:19])[CH2:14][CH2:13][C:9]=3[NH:10][C:11]=2[CH:12]=1.Br[CH2:27][CH2:28][CH2:29][C:30]1[CH:35]=[CH:34][CH:33]=[CH:32][CH:31]=1. The catalyst is CN(C=O)C. The product is [Cl:3][C:4]1[C:5]([Cl:25])=[CH:6][C:7]2[C:8]3[CH2:17][CH2:16][N:15]([C:18]([O:20][C:21]([CH3:22])([CH3:24])[CH3:23])=[O:19])[CH2:14][CH2:13][C:9]=3[N:10]([CH2:27][CH2:28][CH2:29][C:30]3[CH:35]=[CH:34][CH:33]=[CH:32][CH:31]=3)[C:11]=2[CH:12]=1. The yield is 0.780. (9) The reactants are [S:1]1[CH:5]=[C:4]([CH:6]2O[CH:9]=[N:8][CH:7]2S(C2C=CC(C)=CC=2)(=O)=O)[N:3]=[CH:2]1.CO.[NH3:23]. No catalyst specified. The product is [NH:23]1[C:6]([C:4]2[N:3]=[CH:2][S:1][CH:5]=2)=[CH:7][N:8]=[CH:9]1. The yield is 0.860. (10) The reactants are [F:1][C:2]([F:37])([F:36])[C:3]1[CH:4]=[C:5]([C@H:13]([N:15]([CH3:35])[C:16]([N:18]2[CH2:23][CH2:22][CH:21]([N+:24]([O-:26])=[O:25])[CH2:20][C@@H:19]2[C:27]2[CH:32]=[CH:31][C:30]([F:33])=[CH:29][C:28]=2[CH3:34])=[O:17])[CH3:14])[CH:6]=[C:7]([C:9]([F:12])([F:11])[F:10])[CH:8]=1.[F-].[K+].[C:40]([O:48][CH3:49])(=[O:47])/[CH:41]=[CH:42]\[C:43]([O:45][CH3:46])=[O:44].O. The catalyst is CS(C)=O.[I-].C([N+](CCCC)(CCCC)CCCC)CCC.CCOCC. The product is [F:12][C:9]([F:10])([F:11])[C:7]1[CH:6]=[C:5]([C@H:13]([N:15]([CH3:35])[C:16]([N:18]2[CH2:23][CH2:22][C@@:21]([CH:42]([CH2:41][C:40]([O:48][CH3:49])=[O:47])[C:43]([O:45][CH3:46])=[O:44])([N+:24]([O-:26])=[O:25])[CH2:20][C@@H:19]2[C:27]2[CH:32]=[CH:31][C:30]([F:33])=[CH:29][C:28]=2[CH3:34])=[O:17])[CH3:14])[CH:4]=[C:3]([C:2]([F:1])([F:36])[F:37])[CH:8]=1. The yield is 0.611.